Task: Predict the product of the given reaction.. Dataset: Forward reaction prediction with 1.9M reactions from USPTO patents (1976-2016) (1) Given the reactants [NH2:1][CH:2]1[CH2:7][CH2:6][N:5]([C:8]2[N:16]=[CH:15][N:14]=[C:13]3[C:9]=2[NH:10][C:11](=[O:17])[NH:12]3)[CH2:4][CH2:3]1.[C:18]1([CH2:24][CH:25]=O)[CH:23]=[CH:22][CH:21]=[CH:20][CH:19]=1.[BH-](OC(C)=O)(OC(C)=O)OC(C)=O.[Na+], predict the reaction product. The product is: [CH2:25]([NH:1][CH:2]1[CH2:7][CH2:6][N:5]([C:8]2[N:16]=[CH:15][N:14]=[C:13]3[C:9]=2[NH:10][C:11](=[O:17])[NH:12]3)[CH2:4][CH2:3]1)[CH2:24][C:18]1[CH:23]=[CH:22][CH:21]=[CH:20][CH:19]=1. (2) Given the reactants [CH:1](=[C:8]1/[N:9]=[C:10]([C:14]2[CH:19]=[C:18]([F:20])[CH:17]=[CH:16][C:15]=2[F:21])[NH:11][C:12]/1=[O:13])/[C:2]1[CH:7]=[CH:6][CH:5]=[CH:4][CH:3]=1.[Br:22][C:23]1[CH:28]=[CH:27][C:26](/[CH:29]=[CH:30]/[CH:31]=[O:32])=[CH:25][CH:24]=1, predict the reaction product. The product is: [Br:22][C:23]1[CH:24]=[CH:25][C:26]([CH2:29][CH:30]2[C:31](=[O:32])[O:13][C:12]3[NH:11][C:10]([C:14]4[CH:19]=[C:18]([F:20])[CH:17]=[CH:16][C:15]=4[F:21])=[N:9][C:8]=3[CH:1]2[C:2]2[CH:3]=[CH:4][CH:5]=[CH:6][CH:7]=2)=[CH:27][CH:28]=1. (3) The product is: [NH2:60][C:61]1[S:65][N:64]=[C:63](/[C:66](=[N:97]/[O:98][C:99]([C:102]([OH:104])=[O:103])([CH3:100])[CH3:101])/[C:67]([NH:69][C@@H:70]2[C:95](=[O:96])[N:72]3[C:73]([C:79]([O-:81])=[O:80])=[C:74]([CH2:77][N+:5]4[N:6]([CH2:7][CH2:8][OH:9])[C:2]([NH2:1])=[C:3]([CH2:29][CH2:30][NH2:31])[CH:4]=4)[CH2:75][S:76][C@H:71]23)=[O:68])[N:62]=1. Given the reactants [NH2:1][C:2]1[N:6]([CH2:7][CH2:8][O:9]C(C2C=CC=CC=2)(C2C=CC=CC=2)C2C=CC=CC=2)[N:5]=[CH:4][C:3]=1[CH2:29][CH2:30][NH:31]C(OC(C)(C)C)=O.C[Si](I)(C)C.C(N(C(C)C)CC)(C)C.C(OC([NH:60][C:61]1[S:65][N:64]=[C:63](/[C:66](=[N:97]/[O:98][C:99]([C:102]([O:104]C(C)(C)C)=[O:103])([CH3:101])[CH3:100])/[C:67]([NH:69][C@@H:70]2[C:95](=[O:96])[N:72]3[C:73]([C:79]([O:81]C(C4C=CC=CC=4)C4C=CC=CC=4)=[O:80])=[C:74]([CH2:77]Cl)[CH2:75][S:76][C@H:71]23)=[O:68])[N:62]=1)=O)(C)(C)C.[I-].[Na+], predict the reaction product. (4) Given the reactants [Na].[CH:2]([C:13](OCC)=O)([C:8]([O:10][CH2:11][CH3:12])=[O:9])[C:3]([O:5][CH2:6][CH3:7])=[O:4].[CH2:18](Br)[C:19]#C.Cl, predict the reaction product. The product is: [CH2:13]([CH:2]([C:3]([O:5][CH2:6][CH3:7])=[O:4])[C:8]([O:10][CH2:11][CH3:12])=[O:9])[C:18]#[CH:19]. (5) Given the reactants [OH-].[Li+].[CH:3]1([CH2:6][O:7][C:8]2[C:13]([O:14][CH3:15])=[CH:12][CH:11]=[CH:10][C:9]=2/[CH:16]=[CH:17]/[C:18]2[N:19]=[C:20]3[N:24]([C:25]=2[C:26]([OH:28])=[O:27])[CH:23]=[CH:22][S:21]3)[CH2:5][CH2:4]1, predict the reaction product. The product is: [CH2:6]([O:7][C:8]1[C:13]([O:14][CH3:15])=[CH:12][CH:11]=[CH:10][C:9]=1/[CH:16]=[CH:17]/[C:18]1[N:19]=[C:20]2[N:24]([C:25]=1[C:26]([OH:28])=[O:27])[CH:23]=[CH:22][S:21]2)[CH:3]([CH3:5])[CH3:4]. (6) Given the reactants II.[CH2:3]([C@@H:10]1[C:25](=[O:26])[NH:24][C@H:23]([CH2:27][S:28]C(C2C=CC=CC=2)(C2C=CC=CC=2)C2C=CC=CC=2)[C:22](=[O:48])[NH:21][C@H:20]([CH:49]([CH3:51])[CH3:50])[C@@H:19]([OH:52])[CH2:18][C:17](=[O:53])[O:16][O:15][C@H:14](/[CH:54]=[CH:55]/[CH2:56][CH2:57][S:58]C(C2C=CC=CC=2)(C2C=CC=CC=2)C2C=CC=CC=2)[NH:13][C:12](=[O:78])[CH2:11]1)[C:4]1[CH:9]=[CH:8][CH:7]=[CH:6][CH:5]=1.S([O-])([O-])(=O)=S.[Na+].[Na+], predict the reaction product. The product is: [CH2:3]([C@@H:10]1[C:25](=[O:26])[NH:24][C@@H:23]2[CH2:27][S:28][S:58][CH2:57][CH2:56][CH:55]=[CH:54][C@@H:14]([O:15][O:16][C:17](=[O:53])[CH2:18][C@H:19]([OH:52])[C@@H:20]([CH:49]([CH3:51])[CH3:50])[NH:21][C:22]2=[O:48])[NH:13][C:12](=[O:78])[CH2:11]1)[C:4]1[CH:9]=[CH:8][CH:7]=[CH:6][CH:5]=1. (7) Given the reactants [Br:1][C:2]1[CH:3]=[C:4]2[NH:10][CH:9]=[CH:8][C:5]2=[N:6][CH:7]=1.[H-].[Na+].Cl[CH2:14][C:15]1[CH:16]=[N:17][CH:18]=[C:19]([F:21])[CH:20]=1, predict the reaction product. The product is: [Br:1][C:2]1[CH:3]=[C:4]2[N:10]([CH2:14][C:15]3[CH:16]=[N:17][CH:18]=[C:19]([F:21])[CH:20]=3)[CH:9]=[CH:8][C:5]2=[N:6][CH:7]=1. (8) The product is: [CH3:26][C:20]([O:19][CH2:18][CH2:17][CH2:16][CH2:15][CH2:14][CH2:13][C:12]1[N:9]=[C:1]([C:2]2[CH:7]=[CH:6][CH:5]=[CH:4][CH:3]=2)[O:8][CH:11]=1)([CH3:25])[C:21]([O:23][CH3:24])=[O:22]. Given the reactants [C:1]([NH2:9])(=[O:8])[C:2]1[CH:7]=[CH:6][CH:5]=[CH:4][CH:3]=1.Cl[CH2:11][C:12](=O)[CH2:13][CH2:14][CH2:15][CH2:16][CH2:17][CH2:18][O:19][C:20]([CH3:26])([CH3:25])[C:21]([O:23][CH3:24])=[O:22], predict the reaction product.